From a dataset of Catalyst prediction with 721,799 reactions and 888 catalyst types from USPTO. Predict which catalyst facilitates the given reaction. Reactant: [F:1][C:2]1[CH:7]=[C:6]([F:8])[CH:5]=[CH:4][C:3]=1[C:9]1[CH:14]=[CH:13][CH:12]=[C:11]([N:15]2[CH2:20][CH2:19][N:18](C(OC(C)(C)C)=O)[CH2:17][CH2:16]2)[CH:10]=1. Product: [F:1][C:2]1[CH:7]=[C:6]([F:8])[CH:5]=[CH:4][C:3]=1[C:9]1[CH:14]=[CH:13][CH:12]=[C:11]([N:15]2[CH2:16][CH2:17][NH:18][CH2:19][CH2:20]2)[CH:10]=1. The catalyst class is: 617.